Dataset: Forward reaction prediction with 1.9M reactions from USPTO patents (1976-2016). Task: Predict the product of the given reaction. Given the reactants [CH:1]1([CH2:6][CH:7]([N:11]2[C:19]3[C:14](=[CH:15][CH:16]=[CH:17][CH:18]=3)[C:13](=O)[C:12]2=[O:21])[C:8]([OH:10])=[O:9])[CH2:5][CH2:4][CH2:3][CH2:2]1.O.NN, predict the reaction product. The product is: [CH:1]1([CH2:6][CH:7]([N:11]2[C:19]3[C:14](=[CH:15][CH:16]=[CH:17][CH:18]=3)[CH2:13][C:12]2=[O:21])[C:8]([OH:10])=[O:9])[CH2:5][CH2:4][CH2:3][CH2:2]1.